The task is: Predict the product of the given reaction.. This data is from Forward reaction prediction with 1.9M reactions from USPTO patents (1976-2016). (1) Given the reactants [I:1][C:2]1[N:3]=[N:4][C:5](I)=[CH:6][CH:7]=1.C(=O)([O-])[O-].[K+].[K+].[C:15]([N:22]1[CH2:28][CH2:27][CH2:26][NH:25][CH2:24][CH2:23]1)([O:17][C:18]([CH3:21])([CH3:20])[CH3:19])=[O:16], predict the reaction product. The product is: [I:1][C:2]1[N:3]=[N:4][C:5]([N:25]2[CH2:26][CH2:27][CH2:28][N:22]([C:15]([O:17][C:18]([CH3:21])([CH3:20])[CH3:19])=[O:16])[CH2:23][CH2:24]2)=[CH:6][CH:7]=1. (2) The product is: [Cl:1][C:2]1[N:7]=[C:6]([C:8]2[O:43][C:42]([N:37]3[CH2:41][CH2:40][CH2:39][CH2:38]3)=[N:44][C:9]=2[C:11]2[CH:12]=[C:13]([NH:17][S:18]([C:21]3[C:26]([F:27])=[CH:25][CH:24]=[CH:23][C:22]=3[F:28])(=[O:20])=[O:19])[CH:14]=[CH:15][CH:16]=2)[CH:5]=[CH:4][N:3]=1. Given the reactants [Cl:1][C:2]1[N:7]=[C:6](/[CH:8]=[C:9](/[C:11]2[CH:12]=[C:13]([NH:17][S:18]([C:21]3[C:26]([F:27])=[CH:25][CH:24]=[CH:23][C:22]=3[F:28])(=[O:20])=[O:19])[CH:14]=[CH:15][CH:16]=2)\O)[CH:5]=[CH:4][N:3]=1.C1C(=O)N(Br)C(=O)C1.[N:37]1([C:42]([NH2:44])=[O:43])[CH2:41][CH2:40][CH2:39][CH2:38]1, predict the reaction product. (3) Given the reactants [CH2:1]([O:8][CH2:9][C:10]1[CH:17]=[C:16]([O:18][CH2:19][O:20][CH3:21])[CH:15]=[C:14]([O:22][CH2:23][O:24][CH3:25])[C:11]=1[CH:12]=[O:13])[C:2]1[CH:7]=[CH:6][CH:5]=[CH:4][CH:3]=1.CC(=CC)C.Cl([O-])=[O:32].[Na+].P([O-])(O)(O)=O.[Na+], predict the reaction product. The product is: [CH2:1]([O:8][CH2:9][C:10]1[CH:17]=[C:16]([O:18][CH2:19][O:20][CH3:21])[CH:15]=[C:14]([O:22][CH2:23][O:24][CH3:25])[C:11]=1[C:12]([OH:32])=[O:13])[C:2]1[CH:3]=[CH:4][CH:5]=[CH:6][CH:7]=1. (4) Given the reactants ON1[C:6]2C=CC=C[C:5]=2N=N1.Cl.C(N=C=NCCCN(C)C)C.[C:23]([O:27][C:28]([NH:30][C@@H:31]1[CH2:36][CH2:35][CH2:34][N:33]([C:37]2[N:54]([CH2:55][C:56]3[CH:61]=[CH:60][CH:59]=[CH:58][C:57]=3[Cl:62])[C:40]3[C:41](=[O:53])[N:42]([CH3:52])[C:43]4[CH:44]=[C:45]([C:49]([OH:51])=[O:50])[CH:46]=[CH:47][C:48]=4[C:39]=3[N:38]=2)[CH2:32]1)=[O:29])([CH3:26])([CH3:25])[CH3:24].[Cl-].[NH4+], predict the reaction product. The product is: [C:23]([O:27][C:28]([NH:30][C@@H:31]1[CH2:36][CH2:35][CH2:34][N:33]([C:37]2[N:54]([CH2:55][C:56]3[CH:61]=[CH:60][CH:59]=[CH:58][C:57]=3[Cl:62])[C:40]3[C:41](=[O:53])[N:42]([CH3:52])[C:43]4[CH:44]=[C:45]([C:49]([O:51][CH2:5][CH3:6])=[O:50])[CH:46]=[CH:47][C:48]=4[C:39]=3[N:38]=2)[CH2:32]1)=[O:29])([CH3:26])([CH3:24])[CH3:25]. (5) The product is: [N:37]1([CH2:45][CH2:46][O:1][C:2]2[CH:36]=[CH:35][C:5]([CH2:6][CH2:8][NH:9][C:10]3[CH:15]=[C:14]([O:16][CH3:17])[CH:13]=[CH:12][C:11]=3[CH:18]3[CH2:27][CH2:26][C:25]4[CH:24]=[C:23]([OH:28])[CH:22]=[CH:21][C:20]=4[CH2:19]3)=[CH:4][CH:3]=2)[CH2:44][CH2:43][CH2:42][CH2:41][CH2:40][CH2:39][CH2:38]1. Given the reactants [OH:1][C:2]1[CH:36]=[CH:35][C:5]([C:6]([CH2:8][NH:9][C:10]2[CH:15]=[C:14]([O:16][CH3:17])[CH:13]=[CH:12][C:11]=2[CH:18]2[CH2:27][CH2:26][C:25]3[CH:24]=[C:23]([O:28]C(=O)C(C)(C)C)[CH:22]=[CH:21][C:20]=3[CH2:19]2)=O)=[CH:4][CH:3]=1.[N:37]1([C:45](=O)[CH2:46]Cl)[CH2:44][CH2:43][CH2:42][CH2:41][CH2:40][CH2:39][CH2:38]1, predict the reaction product. (6) Given the reactants C[O:2][C:3]1[CH:11]=[C:10]2[C:6]([C:7]([C:15]([F:18])([F:17])[F:16])=[N:8][N:9]2C(=O)C)=[CH:5][CH:4]=1.[OH-].[Na+], predict the reaction product. The product is: [F:18][C:15]([F:16])([F:17])[C:7]1[C:6]2[C:10](=[CH:11][C:3]([OH:2])=[CH:4][CH:5]=2)[NH:9][N:8]=1. (7) Given the reactants [C:1]([C:4]1[S:5][CH:6]=[CH:7][C:8]=1[CH2:9][N:10]1[C:16]2[CH:17]=[CH:18][CH:19]=[CH:20][C:15]=2[C:14]([CH:21]([CH3:23])[CH3:22])=[N:13][CH:12]([NH2:24])[C:11]1=[O:25])(=[O:3])[CH3:2].[CH3:26][C:27]1[CH:28]=[C:29]([N:33]=[C:34]=[O:35])[CH:30]=[CH:31][CH:32]=1, predict the reaction product. The product is: [C:1]([C:4]1[S:5][CH:6]=[CH:7][C:8]=1[CH2:9][N:10]1[C:16]2[CH:17]=[CH:18][CH:19]=[CH:20][C:15]=2[C:14]([CH:21]([CH3:22])[CH3:23])=[N:13][CH:12]([NH:24][C:34]([NH:33][C:29]2[CH:30]=[CH:31][CH:32]=[C:27]([CH3:26])[CH:28]=2)=[O:35])[C:11]1=[O:25])(=[O:3])[CH3:2]. (8) Given the reactants [Cl:1][C:2]1[CH:7]=[C:6]([Cl:8])[CH:5]=[CH:4][C:3]=1[C:9]1([C:12]([OH:14])=O)[CH2:11][CH2:10]1.[NH2:15][CH2:16][CH2:17][CH2:18][N:19]1[CH2:24][CH2:23][CH:22]([C:25]2[CH:26]=[C:27]([NH:31][C:32](=[O:36])[CH:33]([CH3:35])[CH3:34])[CH:28]=[CH:29][CH:30]=2)[CH2:21][CH2:20]1, predict the reaction product. The product is: [Cl:1][C:2]1[CH:7]=[C:6]([Cl:8])[CH:5]=[CH:4][C:3]=1[C:9]1([C:12]([NH:15][CH2:16][CH2:17][CH2:18][N:19]2[CH2:24][CH2:23][CH:22]([C:25]3[CH:30]=[CH:29][CH:28]=[C:27]([NH:31][C:32](=[O:36])[CH:33]([CH3:34])[CH3:35])[CH:26]=3)[CH2:21][CH2:20]2)=[O:14])[CH2:10][CH2:11]1.